Dataset: Forward reaction prediction with 1.9M reactions from USPTO patents (1976-2016). Task: Predict the product of the given reaction. (1) Given the reactants [NH2:1][C:2]1[C:11]2[S:10](=[O:13])(=[O:12])[N:9]=[C:8]([C:14]3[C:15](=[O:30])[N:16]([NH:25][CH2:26][CH:27]([CH3:29])[CH3:28])[C:17]4[C:22]([C:23]=3[OH:24])=[CH:21][CH:20]=[CH:19][CH:18]=4)[NH:7][C:6]=2[CH:5]=[CH:4][C:3]=1[OH:31].[CH3:32][S:33](Cl)(=[O:35])=[O:34].C(N(C(C)C)CC)(C)C.O, predict the reaction product. The product is: [CH3:32][S:33]([O:31][C:3]1[CH:4]=[CH:5][C:6]2[NH:7][C:8]([C:14]3[C:15](=[O:30])[N:16]([NH:25][CH2:26][CH:27]([CH3:29])[CH3:28])[C:17]4[C:22]([C:23]=3[OH:24])=[CH:21][CH:20]=[CH:19][CH:18]=4)=[N:9][S:10](=[O:12])(=[O:13])[C:11]=2[C:2]=1[NH2:1])(=[O:35])=[O:34]. (2) Given the reactants CS(O[CH2:6][C:7]1[C:12]([F:13])=[CH:11][C:10]([C:14]#[N:15])=[CH:9][C:8]=1[F:16])(=O)=O.[N-:17]=[N+:18]=[N-].[Na+].C[N:22](C=O)C, predict the reaction product. The product is: [N:15]([CH2:14][C:10]1[CH:11]=[C:12]([F:13])[C:7]([C:6]#[N:22])=[C:8]([F:16])[CH:9]=1)=[N+:17]=[N-:18].